Predict the product of the given reaction. From a dataset of Forward reaction prediction with 1.9M reactions from USPTO patents (1976-2016). (1) Given the reactants C([O-])(O)=O.[Na+].[CH3:6][N:7]([CH3:22])[C:8]1[CH:17]=[CH:16][CH:15]=[C:14]2[C:9]=1[CH:10]=[CH:11][CH:12]=[C:13]2[S:18](Cl)(=[O:20])=[O:19].Cl.CN.[CH2:26]([N:28](CC)CC)C, predict the reaction product. The product is: [CH3:26][NH:28][S:18]([C:13]1[C:14]2[C:9](=[C:8]([N:7]([CH3:22])[CH3:6])[CH:17]=[CH:16][CH:15]=2)[CH:10]=[CH:11][CH:12]=1)(=[O:20])=[O:19]. (2) Given the reactants [C:1]([O:4][C:5]1[CH:13]=[CH:12][C:8]([C:9]([OH:11])=[O:10])=[CH:7][CH:6]=1)(=[O:3])[CH3:2].C(N(CC)CC)C.CN(C(ON1N=NC2C=CC=CC1=2)=[N+](C)C)C.F[P-](F)(F)(F)(F)F.[CH2:45]1[O:50][CH:49]([C:51]2[CH:56]=[CH:55][CH:54]=[CH:53][CH:52]=2)[O:48][CH2:47][CH:46]1O, predict the reaction product. The product is: [C:1]([O:4][C:5]1[CH:13]=[CH:12][C:8]([C:9]([O:11][CH:46]2[CH2:47][O:48][CH:49]([C:51]3[CH:52]=[CH:53][CH:54]=[CH:55][CH:56]=3)[O:50][CH2:45]2)=[O:10])=[CH:7][CH:6]=1)(=[O:3])[CH3:2]. (3) Given the reactants [C@:1]12(CS(O)(=O)=O)[C:2](C)([CH3:4])[CH:1]([CH2:7][CH2:7]1)[CH2:4][C:2]2=O.[NH2:16][C@:17]1([C:24]([O:26][CH2:27][CH3:28])=[O:25])[CH2:21][C:20](=[O:22])[NH:19][C:18]1=[O:23].C([O-])(O)=O.[Na+].COC1CCC(OC)O1, predict the reaction product. The product is: [O:23]=[C:18]1[C@@:17]([N:16]2[CH:4]=[CH:2][CH:1]=[CH:7]2)([C:24]([O:26][CH2:27][CH3:28])=[O:25])[CH2:21][C:20](=[O:22])[NH:19]1.